This data is from Full USPTO retrosynthesis dataset with 1.9M reactions from patents (1976-2016). The task is: Predict the reactants needed to synthesize the given product. Given the product [Cl:17][CH2:11][CH2:10][CH:5]1[CH2:6][CH2:7][CH2:8][CH2:9][N:4]1[CH2:1][CH2:2][CH3:3], predict the reactants needed to synthesize it. The reactants are: [CH2:1]([N:4]1[CH2:9][CH2:8][CH2:7][CH2:6][CH:5]1[CH2:10][CH2:11]O)[CH2:2][CH3:3].CS([Cl:17])(=O)=O.